This data is from Full USPTO retrosynthesis dataset with 1.9M reactions from patents (1976-2016). The task is: Predict the reactants needed to synthesize the given product. (1) Given the product [CH3:16][NH:17][S:12]([C:8]1[CH:7]=[CH:6][C:5]2[CH2:4][CH2:3][C:2](=[O:1])[CH2:11][C:10]=2[CH:9]=1)(=[O:14])=[O:13], predict the reactants needed to synthesize it. The reactants are: [O:1]=[C:2]1[CH2:11][C:10]2[CH:9]=[C:8]([S:12](Cl)(=[O:14])=[O:13])[CH:7]=[CH:6][C:5]=2[CH2:4][CH2:3]1.[CH3:16][NH2:17]. (2) Given the product [I:8][C:5]1[CH:6]=[CH:7][C:2]([NH:17][CH2:16][CH2:15][N:12]2[CH2:13][CH2:14][O:9][CH2:10][CH2:11]2)=[N:3][CH:4]=1, predict the reactants needed to synthesize it. The reactants are: Cl[C:2]1[CH:7]=[CH:6][C:5]([I:8])=[CH:4][N:3]=1.[O:9]1[CH2:14][CH2:13][N:12]([CH2:15][CH2:16][NH2:17])[CH2:11][CH2:10]1. (3) Given the product [S:19]1[CH:18]=[CH:17][CH:21]=[C:20]1[CH2:22][C:23]([N:7]([CH2:6][C:5]1[CH:4]=[CH:3][C:2]([CH3:1])=[CH:16][CH:15]=1)[CH:8]1[CH2:13][CH2:12][N:11]([CH3:14])[CH2:10][CH2:9]1)=[O:24], predict the reactants needed to synthesize it. The reactants are: [CH3:1][C:2]1[CH:16]=[CH:15][C:5]([CH2:6][NH:7][CH:8]2[CH2:13][CH2:12][N:11]([CH3:14])[CH2:10][CH2:9]2)=[CH:4][CH:3]=1.[CH:17]1[CH:21]=[C:20]([CH2:22][C:23](Cl)=[O:24])[S:19][CH:18]=1. (4) Given the product [C:1]([O:5][C:6]([N:8]([CH2:31][CH2:32][C:33]([F:35])([F:36])[F:34])[C:9]1[C:10]2[N:11]([C:17]([C:20]3[CH:29]=[CH:28][C:23]([C:24]([O:26][CH3:27])=[O:25])=[C:22]([CH3:30])[CH:21]=3)=[CH:18][N:19]=2)[CH:12]=[C:13]([CH2:15][CH3:16])[CH:14]=1)=[O:7])([CH3:2])([CH3:3])[CH3:4], predict the reactants needed to synthesize it. The reactants are: [C:1]([O:5][C:6]([N:8]([CH2:31][CH2:32][C:33]([F:36])([F:35])[F:34])[C:9]1[C:10]2[N:11]([C:17]([C:20]3[CH:29]=[CH:28][C:23]([C:24]([O:26][CH3:27])=[O:25])=[C:22]([CH3:30])[CH:21]=3)=[CH:18][N:19]=2)[CH:12]=[C:13]([CH:15]=[CH2:16])[CH:14]=1)=[O:7])([CH3:4])([CH3:3])[CH3:2]. (5) Given the product [NH:1]([CH2:19][C:18]([C:17]1[CH:22]=[CH:23][C:14]([F:13])=[CH:15][CH:16]=1)=[O:21])[C:2]1[CH:7]=[CH:6][CH:5]=[CH:4][CH:3]=1, predict the reactants needed to synthesize it. The reactants are: [NH2:1][C:2]1[CH:7]=[CH:6][CH:5]=[CH:4][CH:3]=1.C(=O)(O)[O-].[Na+].[F:13][C:14]1[CH:23]=[CH:22][C:17]([C:18](=[O:21])[CH2:19]Br)=[CH:16][CH:15]=1. (6) Given the product [C:1]([O:9][CH2:10][C:12]1[CH:17]=[CH:16][CH:15]=[CH:14][CH:13]=1)(=[O:8])[C:2]1[CH:7]=[CH:6][CH:5]=[CH:4][CH:3]=1, predict the reactants needed to synthesize it. The reactants are: [C:1]([O:9][CH3:10])(=[O:8])[C:2]1[CH:7]=[CH:6][CH:5]=[CH:4][CH:3]=1.C(O)[C:12]1[CH:17]=[CH:16][CH:15]=[CH:14][CH:13]=1. (7) Given the product [C:9]1([C@@H:15]([NH:17][C:6]([C:2]2[NH:1][CH:5]=[CH:4][CH:3]=2)=[O:7])[CH3:16])[CH:14]=[CH:13][CH:12]=[CH:11][CH:10]=1, predict the reactants needed to synthesize it. The reactants are: [NH:1]1[CH:5]=[CH:4][CH:3]=[C:2]1[C:6](Cl)=[O:7].[C:9]1([C@@H:15]([NH2:17])[CH3:16])[CH:14]=[CH:13][CH:12]=[CH:11][CH:10]=1.C(N(CC)CC)C. (8) Given the product [ClH:36].[N:11]1([C:14]2[CH:19]=[CH:18][C:17]([NH:20][C:21]([C:23]3[N:24]=[CH:25][S:26][C:27]=3[NH:28][C:29](=[O:39])[C:30]3[C:35]([Cl:36])=[CH:34][C:33]([Cl:37])=[CH:32][C:31]=3[Cl:38])=[O:22])=[N:16][CH:15]=2)[CH2:10][CH2:9][NH:8][CH2:13][CH2:12]1, predict the reactants needed to synthesize it. The reactants are: C(OC([N:8]1[CH2:13][CH2:12][N:11]([C:14]2[CH:15]=[N:16][C:17]([NH:20][C:21]([C:23]3[N:24]=[CH:25][S:26][C:27]=3[NH:28][C:29](=[O:39])[C:30]3[C:35]([Cl:36])=[CH:34][C:33]([Cl:37])=[CH:32][C:31]=3[Cl:38])=[O:22])=[CH:18][CH:19]=2)[CH2:10][CH2:9]1)=O)(C)(C)C. (9) The reactants are: [NH2:1][CH2:2][C@@H:3]1[C@H:8]([CH3:9])[CH2:7][CH2:6][CH2:5][N:4]1[C:10]([C:12]1[CH:17]=[C:16]([CH3:18])[CH:15]=[CH:14][C:13]=1[N:19]1[CH:23]=[CH:22][C:21]([CH3:24])=[N:20]1)=[O:11].Cl[C:26]1[CH:33]=[CH:32][C:29]([C:30]#[N:31])=[CH:28][N:27]=1. Given the product [CH3:9][C@@H:8]1[CH2:7][CH2:6][CH2:5][N:4]([C:10](=[O:11])[C:12]2[CH:17]=[C:16]([CH3:18])[CH:15]=[CH:14][C:13]=2[N:19]2[CH:23]=[CH:22][C:21]([CH3:24])=[N:20]2)[C@@H:3]1[CH2:2][NH:1][C:26]1[CH:33]=[CH:32][C:29]([C:30]#[N:31])=[CH:28][N:27]=1, predict the reactants needed to synthesize it.